From a dataset of Peptide-MHC class I binding affinity with 185,985 pairs from IEDB/IMGT. Regression. Given a peptide amino acid sequence and an MHC pseudo amino acid sequence, predict their binding affinity value. This is MHC class I binding data. (1) The peptide sequence is AAIANQAAV. The MHC is H-2-Kb with pseudo-sequence H-2-Kb. The binding affinity (normalized) is 0.101. (2) The peptide sequence is KLEKTKTRL. The MHC is HLA-A68:02 with pseudo-sequence HLA-A68:02. The binding affinity (normalized) is 0. (3) The peptide sequence is HFAIGLALYY. The MHC is HLA-A30:02 with pseudo-sequence HLA-A30:02. The binding affinity (normalized) is 0.495. (4) The peptide sequence is WMYYPRSPV. The MHC is HLA-C14:02 with pseudo-sequence HLA-C14:02. The binding affinity (normalized) is 0.820. (5) The peptide sequence is MSQLDLHQNW. The binding affinity (normalized) is 0.838. The MHC is Mamu-B17 with pseudo-sequence Mamu-B17.